Task: Regression. Given a peptide amino acid sequence and an MHC pseudo amino acid sequence, predict their binding affinity value. This is MHC class II binding data.. Dataset: Peptide-MHC class II binding affinity with 134,281 pairs from IEDB (1) The peptide sequence is HELIMKDGRKLVVPCR. The MHC is DRB4_0101 with pseudo-sequence DRB4_0103. The binding affinity (normalized) is 0.233. (2) The peptide sequence is SIAQHLVSDRPIMRY. The MHC is DRB1_1302 with pseudo-sequence DRB1_1302. The binding affinity (normalized) is 0.0340. (3) The peptide sequence is ALYEKKLALYLLLAL. The MHC is HLA-DQA10501-DQB10302 with pseudo-sequence HLA-DQA10501-DQB10302. The binding affinity (normalized) is 0. (4) The peptide sequence is INEPTAAAIAYRLDR. The MHC is HLA-DQA10501-DQB10301 with pseudo-sequence HLA-DQA10501-DQB10301. The binding affinity (normalized) is 0.654. (5) The peptide sequence is VEKSQLLNEFNNLYA. The MHC is DRB1_0901 with pseudo-sequence DRB1_0901. The binding affinity (normalized) is 0.434. (6) The binding affinity (normalized) is 0.470. The MHC is HLA-DQA10101-DQB10501 with pseudo-sequence HLA-DQA10101-DQB10501. The peptide sequence is CKKYFAATQFEPLAA.